This data is from Full USPTO retrosynthesis dataset with 1.9M reactions from patents (1976-2016). The task is: Predict the reactants needed to synthesize the given product. (1) The reactants are: [CH3:1][O:2][C:3]([C:5]1([N:9]2[CH:13]=[C:12]([N+:14]([O-])=O)[N:11]=[CH:10]2)[CH2:8][CH2:7][CH2:6]1)=[O:4].[F:17][C:18]1[CH:19]=[C:20]([CH2:25][C:26]([NH:28][CH:29]([CH2:33][CH2:34][CH3:35])[C:30](O)=[O:31])=[O:27])[CH:21]=[C:22]([F:24])[CH:23]=1. Given the product [CH3:1][O:2][C:3]([C:5]1([N:9]2[CH:13]=[C:12]([NH:14][C:30](=[O:31])[CH:29]([NH:28][C:26](=[O:27])[CH2:25][C:20]3[CH:21]=[C:22]([F:24])[CH:23]=[C:18]([F:17])[CH:19]=3)[CH2:33][CH2:34][CH3:35])[N:11]=[CH:10]2)[CH2:8][CH2:7][CH2:6]1)=[O:4], predict the reactants needed to synthesize it. (2) Given the product [CH3:38][S:39]([NH:42][C:22](=[O:23])[CH2:21][O:20][C:15]1[CH:16]=[CH:17][CH:18]=[C:19]2[C:14]=1[NH:13][CH:12]=[C:11]2[CH2:10][C@H:9]([NH:8][C:6](=[O:7])[O:5][C:1]([CH3:4])([CH3:3])[CH3:2])[CH3:25])(=[O:41])=[O:40], predict the reactants needed to synthesize it. The reactants are: [C:1]([O:5][C:6]([NH:8][C@H:9]([CH3:25])[CH2:10][C:11]1[C:19]2[C:14](=[C:15]([O:20][CH2:21][C:22](O)=[O:23])[CH:16]=[CH:17][CH:18]=2)[NH:13][CH:12]=1)=[O:7])([CH3:4])([CH3:3])[CH3:2].C(N1C=CN=C1)(N1C=CN=C1)=O.[CH3:38][S:39]([NH2:42])(=[O:41])=[O:40].N12CCCN=C1CCCCC2. (3) Given the product [Br:1][C:2]1[CH:11]=[CH:10][C:9]2[O:8][C@@H:7]3[CH2:12][CH2:13][O:14][CH2:15][C@@H:6]3[C:5](=[O:19])[C:4]=2[CH:3]=1, predict the reactants needed to synthesize it. The reactants are: [Br:1][C:2]1[CH:11]=[CH:10][C:9]2[O:8][C@@H:7]3[CH2:12][C@H:13](OCC)[O:14][CH2:15][C@@H:6]3[C:5](=[O:19])[C:4]=2[CH:3]=1.C([SiH](CC)CC)C.B(F)(F)F. (4) Given the product [CH2:1]([O:3][C:4]1[CH:19]=[C:18]([CH2:20][NH:30][CH2:22][CH2:23][C:24]2[CH:29]=[CH:28][CH:27]=[CH:26][CH:25]=2)[CH:17]=[CH:16][C:5]=1[O:6][C:7]1[CH:15]=[CH:14][C:10]([C:11]([NH2:13])=[O:12])=[CH:9][N:8]=1)[CH3:2], predict the reactants needed to synthesize it. The reactants are: [CH2:1]([O:3][C:4]1[CH:19]=[C:18]([CH:20]=O)[CH:17]=[CH:16][C:5]=1[O:6][C:7]1[CH:15]=[CH:14][C:10]([C:11]([NH2:13])=[O:12])=[CH:9][N:8]=1)[CH3:2].[CH2:22]([NH2:30])[CH2:23][C:24]1[CH:29]=[CH:28][CH:27]=[CH:26][CH:25]=1. (5) Given the product [F:8][C:6]1[CH:5]=[CH:4][C:3]2[O:9][C:10]([C:11]3([CH3:24])[CH2:16][CH2:15][NH:14][CH2:13][CH2:12]3)=[N:1][C:2]=2[CH:7]=1, predict the reactants needed to synthesize it. The reactants are: [NH2:1][C:2]1[CH:7]=[C:6]([F:8])[CH:5]=[CH:4][C:3]=1[OH:9].[CH3:10][C:11]1([C:24]([O-])=O)[CH2:16][CH2:15][N:14](C(OC(C)(C)C)=O)[CH2:13][CH2:12]1.